Predict the reactants needed to synthesize the given product. From a dataset of Full USPTO retrosynthesis dataset with 1.9M reactions from patents (1976-2016). (1) Given the product [F:20][C:19]([F:21])([F:22])[O:18][C:15]1[CH:14]=[C:10]([C:11]([OH:13])=[O:12])[C:9]([NH2:8])=[CH:17][CH:16]=1, predict the reactants needed to synthesize it. The reactants are: C([NH:8][C:9]1[CH:17]=[CH:16][C:15]([O:18][C:19]([F:22])([F:21])[F:20])=[CH:14][C:10]=1[C:11]([OH:13])=[O:12])(OC(C)(C)C)=O. (2) Given the product [C:1]([O:4][C@H:5]1[C@H:10]([O:11][C:12](=[O:14])[CH3:13])[C@H:9]([O:15][C:16](=[O:18])[CH3:17])[C@H:8]([CH3:19])[O:7][C@@H:6]1[NH2:20])(=[O:3])[CH3:2], predict the reactants needed to synthesize it. The reactants are: [C:1]([O:4][C@H:5]1[C@H:10]([O:11][C:12](=[O:14])[CH3:13])[C@H:9]([O:15][C:16](=[O:18])[CH3:17])[C@H:8]([CH3:19])[O:7][C@@H:6]1[N:20]=[N+]=[N-])(=[O:3])[CH3:2]. (3) Given the product [Cl:28][C:29]1[N:34]=[CH:33][C:32]([C:35]2[NH:39][C:38]([C@@H:40]3[CH2:44][CH2:43][CH2:42][N:41]3[C:52](=[O:53])[CH2:51][C:47]3[CH:46]=[N:45][CH:50]=[CH:49][CH:48]=3)=[N:37][CH:36]=2)=[CH:31][N:30]=1, predict the reactants needed to synthesize it. The reactants are: CN(C(ON1N=NC2C=CC=NC1=2)=[N+](C)C)C.F[P-](F)(F)(F)(F)F.Cl.Cl.Cl.[Cl:28][C:29]1[N:34]=[CH:33][C:32]([C:35]2[NH:39][C:38]([C@@H:40]3[CH2:44][CH2:43][CH2:42][NH:41]3)=[N:37][CH:36]=2)=[CH:31][N:30]=1.[N:45]1[CH:50]=[CH:49][CH:48]=[C:47]([CH2:51][C:52](O)=[O:53])[CH:46]=1.CCN(C(C)C)C(C)C. (4) Given the product [I:1][C:2]1[CH:7]=[CH:6][N:5]=[C:4]([O:8][CH3:9])[C:3]=1[C:10]1[NH:11][C:12]([C:16]([OH:18])=[O:17])=[C:13]([CH3:15])[N:14]=1, predict the reactants needed to synthesize it. The reactants are: [I:1][C:2]1[CH:7]=[CH:6][N:5]=[C:4]([O:8][CH3:9])[C:3]=1[C:10]1[NH:11][C:12]([C:16]([O:18]C(C)(C)C)=[O:17])=[C:13]([CH3:15])[N:14]=1.FC(F)(F)C(O)=O. (5) Given the product [F:7][C:8]([F:39])([F:38])[C:9]1[CH:10]=[C:11]([C@H:19]2[O:23][C:22](=[O:24])[N:21]([CH2:25][C:26]3[C:27]([NH:6][CH:41]4[CH2:45][CH2:44][O:43][CH2:40]4)=[N:28][CH:29]=[C:30]([C:32]([F:35])([F:34])[F:33])[CH:31]=3)[C@H:20]2[CH3:37])[CH:12]=[C:13]([C:15]([F:18])([F:17])[F:16])[CH:14]=1, predict the reactants needed to synthesize it. The reactants are: O1CCCC1[NH2:6].[F:7][C:8]([F:39])([F:38])[C:9]1[CH:10]=[C:11]([C@H:19]2[O:23][C:22](=[O:24])[N:21]([CH2:25][C:26]3[C:27](Cl)=[N:28][CH:29]=[C:30]([C:32]([F:35])([F:34])[F:33])[CH:31]=3)[C@H:20]2[CH3:37])[CH:12]=[C:13]([C:15]([F:18])([F:17])[F:16])[CH:14]=1.[C:40]([O:43][CH2:44][CH3:45])(=O)[CH3:41].